This data is from Peptide-MHC class I binding affinity with 185,985 pairs from IEDB/IMGT. The task is: Regression. Given a peptide amino acid sequence and an MHC pseudo amino acid sequence, predict their binding affinity value. This is MHC class I binding data. The peptide sequence is FLLQQCKPV. The MHC is HLA-A01:01 with pseudo-sequence HLA-A01:01. The binding affinity (normalized) is 0.